Dataset: Catalyst prediction with 721,799 reactions and 888 catalyst types from USPTO. Task: Predict which catalyst facilitates the given reaction. (1) Reactant: C([O:8][CH2:9][C:10]([CH:13]1[N:22]2[C:17](=[CH:18][C:19](=[O:26])[C:20]([C:23]([OH:25])=[O:24])=[CH:21]2)[C:16]2[CH:27]=[C:28]([O:37][CH3:38])[C:29]([O:31][CH2:32][CH2:33][CH2:34][O:35][CH3:36])=[CH:30][C:15]=2[CH2:14]1)([CH3:12])[CH3:11])C1C=CC=CC=1.[SiH](CC)(CC)CC. Product: [OH:8][CH2:9][C:10]([CH:13]1[N:22]2[C:17](=[CH:18][C:19](=[O:26])[C:20]([C:23]([OH:25])=[O:24])=[CH:21]2)[C:16]2[CH:27]=[C:28]([O:37][CH3:38])[C:29]([O:31][CH2:32][CH2:33][CH2:34][O:35][CH3:36])=[CH:30][C:15]=2[CH2:14]1)([CH3:11])[CH3:12]. The catalyst class is: 29. (2) Reactant: [CH3:1][CH:2]([CH2:4][AlH][CH2:1][CH:2]([CH3:4])[CH3:3])[CH3:3].[NH4+:10].[OH-].[BH4-].[Na+].CO.[C:16]([O:19]CC)(=[O:18])C.O.[NH3:23].[C:24]1([CH3:30])[CH:29]=[CH:28][CH:27]=C[CH:25]=1. Product: [C:2]([O:19][C:16]([NH:10][C@H:28]1[CH2:29][C@H:24]([CH3:30])[CH2:25][NH:23][CH2:27]1)=[O:18])([CH3:4])([CH3:3])[CH3:1]. The catalyst class is: 15. (3) Reactant: [CH3:1][NH:2][C:3]1[CH:8]=[CH:7][CH:6]=[CH:5][CH:4]=1.C([Li])CCC.Cl[Si:15]([CH3:18])([CH3:17])[CH3:16]. Product: [CH3:16][Si:15]([CH3:18])([CH3:17])[N:2]([CH3:1])[C:3]1[CH:8]=[CH:7][CH:6]=[CH:5][CH:4]=1. The catalyst class is: 27. (4) Reactant: [Si:1]([O:8][CH2:9][CH2:10][NH:11][C@@H:12]1[C@@H:16]([C:17]2[CH:22]=[CH:21][CH:20]=[CH:19][CH:18]=2)[CH2:15][N:14]([S:23]([C:26]2[N:27]=[CH:28][N:29]([CH3:31])[CH:30]=2)(=[O:25])=[O:24])[CH2:13]1)([C:4]([CH3:7])([CH3:6])[CH3:5])([CH3:3])[CH3:2].[C:32]([O:36][C:37](O[C:37]([O:36][C:32]([CH3:35])([CH3:34])[CH3:33])=[O:38])=[O:38])([CH3:35])([CH3:34])[CH3:33]. Product: [Si:1]([O:8][CH2:9][CH2:10][N:11]([C@@H:12]1[C@@H:16]([C:17]2[CH:18]=[CH:19][CH:20]=[CH:21][CH:22]=2)[CH2:15][N:14]([S:23]([C:26]2[N:27]=[CH:28][N:29]([CH3:31])[CH:30]=2)(=[O:24])=[O:25])[CH2:13]1)[C:37](=[O:38])[O:36][C:32]([CH3:35])([CH3:34])[CH3:33])([C:4]([CH3:5])([CH3:6])[CH3:7])([CH3:3])[CH3:2]. The catalyst class is: 13. (5) Reactant: [Cl:1][C:2]1[CH:3]=[C:4]([C:8](=[O:15])[CH2:9][C:10]([O:12][CH2:13][CH3:14])=[O:11])[CH:5]=[CH:6][CH:7]=1.[H-].[Na+].Br[CH2:19][C:20]1[CH:25]=[CH:24][C:23]([CH2:26][C:27]([F:33])([F:32])[C:28]([F:31])([F:30])[F:29])=[CH:22][CH:21]=1. Product: [Cl:1][C:2]1[CH:3]=[C:4]([C:8](=[O:15])[CH:9]([CH2:19][C:20]2[CH:25]=[CH:24][C:23]([CH2:26][C:27]([F:32])([F:33])[C:28]([F:29])([F:30])[F:31])=[CH:22][CH:21]=2)[C:10]([O:12][CH2:13][CH3:14])=[O:11])[CH:5]=[CH:6][CH:7]=1. The catalyst class is: 216. (6) Reactant: [C:1]([O:5][C:6](/[C:8](=[CH:13]\[C:14]1[CH:19]=[CH:18][C:17]([O:20][CH3:21])=[C:16]([F:22])[CH:15]=1)/[C:9]([O:11][CH3:12])=[O:10])=[O:7])([CH3:4])([CH3:3])[CH3:2]. Product: [C:1]([O:5][C:6]([CH:8]([CH2:13][C:14]1[CH:19]=[CH:18][C:17]([O:20][CH3:21])=[C:16]([F:22])[CH:15]=1)[C:9]([O:11][CH3:12])=[O:10])=[O:7])([CH3:3])([CH3:4])[CH3:2]. The catalyst class is: 105.